This data is from Catalyst prediction with 721,799 reactions and 888 catalyst types from USPTO. The task is: Predict which catalyst facilitates the given reaction. (1) Reactant: Br[C:2]1[CH:7]=[CH:6][C:5]([NH:8][C:9]([C:11]2[NH:12][CH:13]=[C:14]([C:16]#[N:17])[N:15]=2)=[O:10])=[C:4]([C:18]2[CH2:23][CH2:22][C:21]([CH3:25])([CH3:24])[CH2:20][CH:19]=2)[CH:3]=1.C([Mg]Cl)(C)C.[Li]C(C)(C)C.[C:36]1(=[O:42])[CH2:41][CH2:40][CH2:39][CH2:38][CH2:37]1. Product: [CH3:24][C:21]1([CH3:25])[CH2:22][CH2:23][C:18]([C:4]2[CH:3]=[C:2]([C:36]3([OH:42])[CH2:41][CH2:40][CH2:39][CH2:38][CH2:37]3)[CH:7]=[CH:6][C:5]=2[NH:8][C:9]([C:11]2[NH:12][CH:13]=[C:14]([C:16]#[N:17])[N:15]=2)=[O:10])=[CH:19][CH2:20]1. The catalyst class is: 1. (2) The catalyst class is: 45. Product: [F:26][C:23]1[CH:22]=[CH:21][C:20]([CH2:19][N:16]2[CH2:17][CH2:18][N:13]3[CH:12]=[CH:11][C:10](=[O:28])[C:9]([OH:8])=[C:14]3[C:15]2=[O:27])=[CH:25][CH:24]=1. Reactant: C([O:8][C:9]1[C:10](=[O:28])[CH:11]=[CH:12][N:13]2[CH2:18][CH2:17][N:16]([CH2:19][C:20]3[CH:25]=[CH:24][C:23]([F:26])=[CH:22][CH:21]=3)[C:15](=[O:27])[C:14]=12)C1C=CC=CC=1.CO. (3) Reactant: [CH3:1][C:2]1[CH:7]=[CH:6][C:5]([S:8](Cl)(=[O:10])=[O:9])=[CH:4][CH:3]=1.[CH3:12][C:13]1[CH:18]=[CH:17][C:16]([CH3:19])=[CH:15][C:14]=1[CH3:20].[Al+3].[Cl-].[Cl-].[Cl-].Cl. Product: [CH3:12][C:13]1[CH:18]=[C:17]([S:8]([C:5]2[CH:6]=[CH:7][C:2]([CH3:1])=[CH:3][CH:4]=2)(=[O:10])=[O:9])[C:16]([CH3:19])=[CH:15][C:14]=1[CH3:20]. The catalyst class is: 2. (4) Reactant: [CH3:1][C:2]([C:19]1[CH:24]=[CH:23][CH:22]=[CH:21][CH:20]=1)([CH2:5][CH2:6][CH2:7][N:8]1C(=O)C2=CC=CC=C2C1=O)[CH2:3][OH:4].O.NN. Product: [NH2:8][CH2:7][CH2:6][CH2:5][C:2]([CH3:1])([C:19]1[CH:24]=[CH:23][CH:22]=[CH:21][CH:20]=1)[CH2:3][OH:4]. The catalyst class is: 511. (5) Reactant: [C:1]([O:5][C:6]([NH:8][NH:9][CH:10]([C:19]1[CH:24]=[CH:23][CH:22]=[C:21]([C:25]([F:28])([F:27])[F:26])[CH:20]=1)[CH2:11][CH2:12][CH2:13][C:14](OCC)=[O:15])=[O:7])([CH3:4])([CH3:3])[CH3:2].[OH-].[Na+].Cl.C(OCC)(=O)C. Product: [O:15]=[C:14]1[CH2:13][CH2:12][CH2:11][CH:10]([C:19]2[CH:24]=[CH:23][CH:22]=[C:21]([C:25]([F:28])([F:27])[F:26])[CH:20]=2)[N:9]1[NH:8][C:6](=[O:7])[O:5][C:1]([CH3:4])([CH3:3])[CH3:2]. The catalyst class is: 5. (6) Reactant: [F:1][C:2]1[CH:7]=[C:6]([OH:8])[CH:5]=[CH:4][C:3]=1[C:9]1[CH:14]=[CH:13][C:12]([S:15]([CH3:18])(=[O:17])=[O:16])=[CH:11][CH:10]=1.[C:19]([N:26]1[CH2:31][CH2:30][CH:29]([CH2:32]O)[CH2:28][CH2:27]1)([O:21][C:22]([CH3:25])([CH3:24])[CH3:23])=[O:20].C1C=CC(P(C2C=CC=CC=2)C2C=CC=CC=2)=CC=1.N(C(OC(C)C)=O)=NC(OC(C)C)=O. Product: [F:1][C:2]1[CH:7]=[C:6]([O:8][CH2:32][CH:29]2[CH2:30][CH2:31][N:26]([C:19]([O:21][C:22]([CH3:23])([CH3:25])[CH3:24])=[O:20])[CH2:27][CH2:28]2)[CH:5]=[CH:4][C:3]=1[C:9]1[CH:10]=[CH:11][C:12]([S:15]([CH3:18])(=[O:17])=[O:16])=[CH:13][CH:14]=1. The catalyst class is: 1. (7) Reactant: [CH3:1][C:2]1[CH:7]=[C:6]([C:8]2[CH:13]=[CH:12][C:11]([NH2:14])=[CH:10][CH:9]=2)[CH:5]=[CH:4][N:3]=1.[C:15]([N:22]1[CH:26]=[CH:25]N=C1)(N1C=CN=C1)=[O:16].Cl.[CH2:28]([O:30][C:31]1[C:36]([CH:37]([CH3:39])[CH3:38])=C[C:34](N)=[C:33](C)[CH:32]=1)[CH3:29].C(N(CC)CC)C. Product: [NH3:3].[CH2:28]([O:30][C:31]1[C:36]([CH:37]([CH3:39])[CH3:38])=[CH:25][C:26]([NH:22][C:15]([NH:14][C:11]2[CH:12]=[CH:13][C:8]([C:6]3[CH:5]=[CH:4][N:3]=[C:2]([CH3:1])[CH:7]=3)=[CH:9][CH:10]=2)=[O:16])=[C:33]([CH3:34])[CH:32]=1)[CH3:29]. The catalyst class is: 2.